The task is: Regression. Given two drug SMILES strings and cell line genomic features, predict the synergy score measuring deviation from expected non-interaction effect.. This data is from NCI-60 drug combinations with 297,098 pairs across 59 cell lines. Drug 1: C1CCC(CC1)NC(=O)N(CCCl)N=O. Drug 2: CC(C)NC(=O)C1=CC=C(C=C1)CNNC.Cl. Cell line: BT-549. Synergy scores: CSS=28.7, Synergy_ZIP=-0.667, Synergy_Bliss=5.72, Synergy_Loewe=0.0157, Synergy_HSA=4.44.